Dataset: Full USPTO retrosynthesis dataset with 1.9M reactions from patents (1976-2016). Task: Predict the reactants needed to synthesize the given product. (1) Given the product [OH:1][C:2]1([C:20]2[CH:19]=[CH:18][C:17]([O:16][CH3:15])=[CH:22][C:21]=2[CH3:26])[CH2:3][CH2:4][N:5]([C:8]([O:10][C:11]([CH3:14])([CH3:13])[CH3:12])=[O:9])[CH2:6][CH2:7]1, predict the reactants needed to synthesize it. The reactants are: [O:1]=[C:2]1[CH2:7][CH2:6][N:5]([C:8]([O:10][C:11]([CH3:14])([CH3:13])[CH3:12])=[O:9])[CH2:4][CH2:3]1.[CH3:15][O:16][C:17]1[CH:22]=[CH:21][C:20]([Mg]Br)=[CH:19][C:18]=1C.[CH2:26](OCC)C. (2) Given the product [C:39]([O:43][C:44]([N:46]([CH3:59])[S:47]([N:32]1[CH2:33][CH2:34][N:29]([CH2:28][CH2:27][CH2:26][CH:16]2[CH2:15][N:14]3[C:13]4[CH:12]=[C:11]([C:35]([O:37][CH3:38])=[O:36])[CH:10]=[CH:9][C:8]=4[C:7]([CH:1]4[CH2:6][CH2:5][CH2:4][CH2:3][CH2:2]4)=[C:21]3[C:20]3[CH:22]=[CH:23][CH:24]=[CH:25][C:19]=3[O:18][CH2:17]2)[CH2:30][CH2:31]1)(=[O:49])=[O:48])=[O:45])([CH3:42])([CH3:41])[CH3:40], predict the reactants needed to synthesize it. The reactants are: [CH:1]1([C:7]2[C:8]3[CH:9]=[CH:10][C:11]([C:35]([O:37][CH3:38])=[O:36])=[CH:12][C:13]=3[N:14]3[C:21]=2[C:20]2[CH:22]=[CH:23][CH:24]=[CH:25][C:19]=2[O:18][CH2:17][CH:16]([CH2:26][CH2:27][CH2:28][N:29]2[CH2:34][CH2:33][NH:32][CH2:31][CH2:30]2)[CH2:15]3)[CH2:6][CH2:5][CH2:4][CH2:3][CH2:2]1.[C:39]([O:43][C:44]([N-:46][S:47](N1C=CC(=[N+](C)C)C=C1)(=[O:49])=[O:48])=[O:45])([CH3:42])([CH3:41])[CH3:40].[CH2:59]1COCC1.